From a dataset of Catalyst prediction with 721,799 reactions and 888 catalyst types from USPTO. Predict which catalyst facilitates the given reaction. Reactant: [C:1]12([N:6]([CH2:18][CH2:19][OH:20])[S:7]([C:10]3[C:11](Cl)=[N:12][CH:13]=[C:14]([Br:16])[CH:15]=3)(=[O:9])=[O:8])[CH2:5][CH:3]([CH2:4]1)[CH2:2]2.[H-].[Na+].O. Product: [C:1]12([N:6]3[CH2:18][CH2:19][O:20][C:11]4[N:12]=[CH:13][C:14]([Br:16])=[CH:15][C:10]=4[S:7]3(=[O:9])=[O:8])[CH2:5][CH:3]([CH2:4]1)[CH2:2]2. The catalyst class is: 3.